Dataset: Reaction yield outcomes from USPTO patents with 853,638 reactions. Task: Predict the reaction yield, written as a fraction of the theoretical maximum amount of product (1.0 means a 100% yield; for example, 0.34 means a 34% yield). The reactants are [F:1][C:2]1[CH:7]=[CH:6][C:5]([C:8]2[C:9]3[CH:21]=[CH:20][C:19](=[O:22])[N:18]([C:23]4[CH:28]=[CH:27][CH:26]=[CH:25][C:24]=4[CH3:29])[C:10]=3[N:11]=[C:12](S(C)(=O)=O)[N:13]=2)=[C:4]([CH3:30])[CH:3]=1.[NH2:31][C:32]([CH3:36])([CH3:35])[CH2:33][OH:34]. No catalyst specified. The product is [F:1][C:2]1[CH:7]=[CH:6][C:5]([C:8]2[C:9]3[CH:21]=[CH:20][C:19](=[O:22])[N:18]([C:23]4[CH:28]=[CH:27][CH:26]=[CH:25][C:24]=4[CH3:29])[C:10]=3[N:11]=[C:12]([NH:31][C:32]([CH3:36])([CH3:35])[CH2:33][OH:34])[N:13]=2)=[C:4]([CH3:30])[CH:3]=1. The yield is 0.110.